Dataset: Peptide-MHC class I binding affinity with 185,985 pairs from IEDB/IMGT. Task: Regression. Given a peptide amino acid sequence and an MHC pseudo amino acid sequence, predict their binding affinity value. This is MHC class I binding data. (1) The peptide sequence is LPSSSSYSY. The MHC is HLA-A23:01 with pseudo-sequence YSAMYEEKVAHTDENIAYLMFHYYTWAVLAYTGY. The binding affinity (normalized) is 0.0847. (2) The peptide sequence is SEHFSLLFL. The MHC is HLA-A26:02 with pseudo-sequence HLA-A26:02. The binding affinity (normalized) is 0.0847. (3) The peptide sequence is LVLAVGPAY. The MHC is HLA-A26:02 with pseudo-sequence HLA-A26:02. The binding affinity (normalized) is 0.418. (4) The peptide sequence is LSHCWPWFK. The MHC is BoLA-T2a with pseudo-sequence BoLA-T2a. The binding affinity (normalized) is 0.283. (5) The peptide sequence is NLGDKQDTF. The MHC is HLA-B58:01 with pseudo-sequence HLA-B58:01. The binding affinity (normalized) is 0.0847. (6) The peptide sequence is RAYRNALSM. The MHC is HLA-C04:01 with pseudo-sequence HLA-C04:01. The binding affinity (normalized) is 0.213. (7) The peptide sequence is TMRTPLFPW. The MHC is HLA-B51:01 with pseudo-sequence HLA-B51:01. The binding affinity (normalized) is 0.0847. (8) The peptide sequence is LPQYFTFDL. The MHC is HLA-A24:03 with pseudo-sequence HLA-A24:03. The binding affinity (normalized) is 0.0847.